From a dataset of Forward reaction prediction with 1.9M reactions from USPTO patents (1976-2016). Predict the product of the given reaction. Given the reactants Cl[C:2]1[C:11]2[C:6](=[CH:7][C:8]([O:14][CH3:15])=[C:9]([O:12][CH3:13])[CH:10]=2)[N:5]=[CH:4][CH:3]=1.[Cl:16][C:17]1[CH:18]=[C:19]([CH:36]=[CH:37][CH:38]=1)[CH2:20][N:21]1[C:26](=[O:27])[C:25]([C:28]2[CH:33]=[CH:32][C:31]([OH:34])=[C:30]([F:35])[CH:29]=2)=[CH:24][N:23]=[CH:22]1, predict the reaction product. The product is: [Cl:16][C:17]1[CH:18]=[C:19]([CH:36]=[CH:37][CH:38]=1)[CH2:20][N:21]1[C:26](=[O:27])[C:25]([C:28]2[CH:33]=[CH:32][C:31]([O:34][C:2]3[C:11]4[C:6](=[CH:7][C:8]([O:14][CH3:15])=[C:9]([O:12][CH3:13])[CH:10]=4)[N:5]=[CH:4][CH:3]=3)=[C:30]([F:35])[CH:29]=2)=[CH:24][N:23]=[CH:22]1.